This data is from Peptide-MHC class I binding affinity with 185,985 pairs from IEDB/IMGT. The task is: Regression. Given a peptide amino acid sequence and an MHC pseudo amino acid sequence, predict their binding affinity value. This is MHC class I binding data. (1) The peptide sequence is FSFEIALLK. The MHC is HLA-B35:01 with pseudo-sequence HLA-B35:01. The binding affinity (normalized) is 0.0847. (2) The peptide sequence is KRGVFVLGF. The MHC is Mamu-B03 with pseudo-sequence Mamu-B03. The binding affinity (normalized) is 0.735. (3) The peptide sequence is KSLFNTVAVLY. The MHC is HLA-A02:01 with pseudo-sequence HLA-A02:01. The binding affinity (normalized) is 0.0847.